From a dataset of Catalyst prediction with 721,799 reactions and 888 catalyst types from USPTO. Predict which catalyst facilitates the given reaction. (1) Reactant: [O:1]1[C:10]2[C:5](=[CH:6][C:7]([C:11]3[C:20]([N:21]([CH:23]([CH3:25])[CH3:24])[CH3:22])=[N:19][C:18]4[C:13](=[CH:14][CH:15]=[C:16]([C:26]([O:28]C)=[O:27])[CH:17]=4)[N:12]=3)=[CH:8][CH:9]=2)[CH2:4][CH2:3][CH2:2]1.[OH-].[Na+]. Product: [O:1]1[C:10]2[C:5](=[CH:6][C:7]([C:11]3[C:20]([N:21]([CH:23]([CH3:25])[CH3:24])[CH3:22])=[N:19][C:18]4[C:13](=[CH:14][CH:15]=[C:16]([C:26]([OH:28])=[O:27])[CH:17]=4)[N:12]=3)=[CH:8][CH:9]=2)[CH2:4][CH2:3][CH2:2]1. The catalyst class is: 132. (2) Reactant: [ClH:1].[CH3:2][N:3]1[CH2:8][CH2:7][CH:6]([N:9]2[CH2:14][CH2:13][N:12]([C:15](=[O:32])[CH2:16][O:17][CH2:18][CH:19]3[CH2:24][CH2:23][CH2:22][CH2:21][N:20]3C(OC(C)(C)C)=O)[CH2:11][CH2:10]2)[CH2:5][CH2:4]1. Product: [ClH:1].[ClH:1].[ClH:1].[CH3:2][N:3]1[CH2:4][CH2:5][CH:6]([N:9]2[CH2:14][CH2:13][N:12]([C:15](=[O:32])[CH2:16][O:17][CH2:18][CH:19]3[CH2:24][CH2:23][CH2:22][CH2:21][NH:20]3)[CH2:11][CH2:10]2)[CH2:7][CH2:8]1. The catalyst class is: 698.